This data is from NCI-60 drug combinations with 297,098 pairs across 59 cell lines. The task is: Regression. Given two drug SMILES strings and cell line genomic features, predict the synergy score measuring deviation from expected non-interaction effect. (1) Drug 1: C#CCC(CC1=CN=C2C(=N1)C(=NC(=N2)N)N)C3=CC=C(C=C3)C(=O)NC(CCC(=O)O)C(=O)O. Drug 2: C1C(C(OC1N2C=NC3=C2NC=NCC3O)CO)O. Cell line: SW-620. Synergy scores: CSS=2.06, Synergy_ZIP=-1.56, Synergy_Bliss=-3.21, Synergy_Loewe=-1.15, Synergy_HSA=-2.02. (2) Synergy scores: CSS=20.5, Synergy_ZIP=-2.89, Synergy_Bliss=0.169, Synergy_Loewe=0.939, Synergy_HSA=0.940. Cell line: CCRF-CEM. Drug 2: C#CCC(CC1=CN=C2C(=N1)C(=NC(=N2)N)N)C3=CC=C(C=C3)C(=O)NC(CCC(=O)O)C(=O)O. Drug 1: CN(C)N=NC1=C(NC=N1)C(=O)N. (3) Drug 1: CN(C)N=NC1=C(NC=N1)C(=O)N. Drug 2: CC1CCC2CC(C(=CC=CC=CC(CC(C(=O)C(C(C(=CC(C(=O)CC(OC(=O)C3CCCCN3C(=O)C(=O)C1(O2)O)C(C)CC4CCC(C(C4)OC)O)C)C)O)OC)C)C)C)OC. Cell line: SK-MEL-5. Synergy scores: CSS=2.76, Synergy_ZIP=-8.03, Synergy_Bliss=-8.63, Synergy_Loewe=-15.4, Synergy_HSA=-8.96. (4) Drug 1: C1=NC2=C(N=C(N=C2N1C3C(C(C(O3)CO)O)F)Cl)N. Drug 2: C1CN1C2=NC(=NC(=N2)N3CC3)N4CC4. Cell line: MOLT-4. Synergy scores: CSS=81.6, Synergy_ZIP=0.867, Synergy_Bliss=0.997, Synergy_Loewe=-2.63, Synergy_HSA=-0.577. (5) Drug 1: C1CN(CCN1C(=O)CCBr)C(=O)CCBr. Drug 2: CS(=O)(=O)OCCCCOS(=O)(=O)C. Cell line: NCI-H522. Synergy scores: CSS=32.4, Synergy_ZIP=-9.63, Synergy_Bliss=-5.57, Synergy_Loewe=-7.19, Synergy_HSA=-2.00. (6) Drug 1: CCC1=C2CN3C(=CC4=C(C3=O)COC(=O)C4(CC)O)C2=NC5=C1C=C(C=C5)O. Drug 2: CC1CCC2CC(C(=CC=CC=CC(CC(C(=O)C(C(C(=CC(C(=O)CC(OC(=O)C3CCCCN3C(=O)C(=O)C1(O2)O)C(C)CC4CCC(C(C4)OC)OCCO)C)C)O)OC)C)C)C)OC. Cell line: HOP-62. Synergy scores: CSS=22.6, Synergy_ZIP=5.16, Synergy_Bliss=6.06, Synergy_Loewe=-30.4, Synergy_HSA=1.72. (7) Drug 1: CC1OCC2C(O1)C(C(C(O2)OC3C4COC(=O)C4C(C5=CC6=C(C=C35)OCO6)C7=CC(=C(C(=C7)OC)O)OC)O)O. Drug 2: C1C(C(OC1N2C=C(C(=O)NC2=O)F)CO)O. Cell line: HCC-2998. Synergy scores: CSS=40.7, Synergy_ZIP=-11.4, Synergy_Bliss=-16.9, Synergy_Loewe=-13.0, Synergy_HSA=-11.1. (8) Drug 2: C1=CC(=CC=C1CCC2=CNC3=C2C(=O)NC(=N3)N)C(=O)NC(CCC(=O)O)C(=O)O. Synergy scores: CSS=20.0, Synergy_ZIP=-5.29, Synergy_Bliss=-0.146, Synergy_Loewe=-2.73, Synergy_HSA=2.86. Drug 1: C1CN1C2=NC(=NC(=N2)N3CC3)N4CC4. Cell line: MALME-3M. (9) Drug 1: CCC(=C(C1=CC=CC=C1)C2=CC=C(C=C2)OCCN(C)C)C3=CC=CC=C3.C(C(=O)O)C(CC(=O)O)(C(=O)O)O. Drug 2: C(CN)CNCCSP(=O)(O)O. Cell line: HOP-62. Synergy scores: CSS=3.44, Synergy_ZIP=6.19, Synergy_Bliss=-0.168, Synergy_Loewe=4.19, Synergy_HSA=0.407. (10) Drug 1: CC1=CC=C(C=C1)C2=CC(=NN2C3=CC=C(C=C3)S(=O)(=O)N)C(F)(F)F. Drug 2: CCC(=C(C1=CC=CC=C1)C2=CC=C(C=C2)OCCN(C)C)C3=CC=CC=C3.C(C(=O)O)C(CC(=O)O)(C(=O)O)O. Cell line: SF-539. Synergy scores: CSS=-5.16, Synergy_ZIP=1.04, Synergy_Bliss=-2.76, Synergy_Loewe=-17.9, Synergy_HSA=-6.55.